This data is from Reaction yield outcomes from USPTO patents with 853,638 reactions. The task is: Predict the reaction yield, written as a fraction of the theoretical maximum amount of product (1.0 means a 100% yield; for example, 0.34 means a 34% yield). The reactants are FC(F)(F)C(O)=O.C(OC([N:15]1[CH2:20][CH2:19][CH:18]([O:21][C:22]2[CH:27]=[CH:26][CH:25]=[C:24]([NH:28][C:29](=[O:39])[C:30]3[C:35]([F:36])=[CH:34][C:33]([F:37])=[CH:32][C:31]=3[F:38])[N:23]=2)[CH2:17][CH2:16]1)=O)(C)(C)C.[OH-].[Na+]. The catalyst is C(Cl)Cl. The product is [F:36][C:35]1[CH:34]=[C:33]([F:37])[CH:32]=[C:31]([F:38])[C:30]=1[C:29]([NH:28][C:24]1[CH:25]=[CH:26][CH:27]=[C:22]([O:21][CH:18]2[CH2:17][CH2:16][NH:15][CH2:20][CH2:19]2)[N:23]=1)=[O:39]. The yield is 0.940.